From a dataset of CYP2C9 inhibition data for predicting drug metabolism from PubChem BioAssay. Regression/Classification. Given a drug SMILES string, predict its absorption, distribution, metabolism, or excretion properties. Task type varies by dataset: regression for continuous measurements (e.g., permeability, clearance, half-life) or binary classification for categorical outcomes (e.g., BBB penetration, CYP inhibition). Dataset: cyp2c9_veith. The compound is Cc1nc2ccccc2n1CC(=O)N/N=C\c1ccccn1. The result is 0 (non-inhibitor).